This data is from Forward reaction prediction with 1.9M reactions from USPTO patents (1976-2016). The task is: Predict the product of the given reaction. (1) The product is: [CH3:2][S:3]([C:6]1[CH:12]=[CH:11][C:9]([NH:10][C:17]([C:19]2[CH:24]=[CH:23][N:22]=[CH:21][CH:20]=2)=[NH:18])=[CH:8][CH:7]=1)(=[O:4])=[O:5]. Given the reactants Cl.[CH3:2][S:3]([C:6]1[CH:12]=[CH:11][C:9]([NH2:10])=[CH:8][CH:7]=1)(=[O:5])=[O:4].C[Al](C)C.[C:17]([C:19]1[CH:24]=[CH:23][N:22]=[CH:21][CH:20]=1)#[N:18].O, predict the reaction product. (2) Given the reactants [CH2:1]([O:8][C:9]([NH:11][CH:12]1[CH2:17][CH2:16][N:15](C(OC(C)(C)C)=O)[CH2:14][CH2:13]1)=[O:10])[C:2]1[CH:7]=[CH:6][CH:5]=[CH:4][CH:3]=1.Cl.[OH-].[Na+], predict the reaction product. The product is: [NH:15]1[CH2:14][CH2:13][CH:12]([NH:11][C:9](=[O:10])[O:8][CH2:1][C:2]2[CH:7]=[CH:6][CH:5]=[CH:4][CH:3]=2)[CH2:17][CH2:16]1. (3) The product is: [Cl:9][CH2:10][C:11]([C:5]1[S:1][C:2]2[CH:8]=[CH:7][S:6][C:3]=2[CH:4]=1)=[O:12]. Given the reactants [S:1]1[CH:5]=[CH:4][C:3]2[S:6][CH:7]=[CH:8][C:2]1=2.[Cl:9][CH2:10][C:11](Cl)=[O:12].O.Cl, predict the reaction product.